From a dataset of NCI-60 drug combinations with 297,098 pairs across 59 cell lines. Regression. Given two drug SMILES strings and cell line genomic features, predict the synergy score measuring deviation from expected non-interaction effect. (1) Drug 1: CC1OCC2C(O1)C(C(C(O2)OC3C4COC(=O)C4C(C5=CC6=C(C=C35)OCO6)C7=CC(=C(C(=C7)OC)O)OC)O)O. Drug 2: CC1CCC2CC(C(=CC=CC=CC(CC(C(=O)C(C(C(=CC(C(=O)CC(OC(=O)C3CCCCN3C(=O)C(=O)C1(O2)O)C(C)CC4CCC(C(C4)OC)O)C)C)O)OC)C)C)C)OC. Cell line: EKVX. Synergy scores: CSS=35.8, Synergy_ZIP=-5.74, Synergy_Bliss=-5.38, Synergy_Loewe=-4.12, Synergy_HSA=0.413. (2) Drug 1: CC1C(C(CC(O1)OC2CC(CC3=C2C(=C4C(=C3O)C(=O)C5=C(C4=O)C(=CC=C5)OC)O)(C(=O)C)O)N)O.Cl. Drug 2: C1=C(C(=O)NC(=O)N1)F. Cell line: HL-60(TB). Synergy scores: CSS=63.6, Synergy_ZIP=-2.69, Synergy_Bliss=-8.70, Synergy_Loewe=-9.10, Synergy_HSA=-6.54. (3) Cell line: SNB-75. Drug 1: CNC(=O)C1=CC=CC=C1SC2=CC3=C(C=C2)C(=NN3)C=CC4=CC=CC=N4. Drug 2: CCCS(=O)(=O)NC1=C(C(=C(C=C1)F)C(=O)C2=CNC3=C2C=C(C=N3)C4=CC=C(C=C4)Cl)F. Synergy scores: CSS=0.0610, Synergy_ZIP=-0.309, Synergy_Bliss=-1.49, Synergy_Loewe=-3.12, Synergy_HSA=-2.16. (4) Drug 1: CNC(=O)C1=NC=CC(=C1)OC2=CC=C(C=C2)NC(=O)NC3=CC(=C(C=C3)Cl)C(F)(F)F. Drug 2: CN(CC1=CN=C2C(=N1)C(=NC(=N2)N)N)C3=CC=C(C=C3)C(=O)NC(CCC(=O)O)C(=O)O. Cell line: SF-539. Synergy scores: CSS=29.0, Synergy_ZIP=2.38, Synergy_Bliss=1.72, Synergy_Loewe=-34.2, Synergy_HSA=-1.17. (5) Drug 1: CCC(=C(C1=CC=CC=C1)C2=CC=C(C=C2)OCCN(C)C)C3=CC=CC=C3.C(C(=O)O)C(CC(=O)O)(C(=O)O)O. Drug 2: C1CC(=O)NC(=O)C1N2C(=O)C3=CC=CC=C3C2=O. Cell line: MDA-MB-435. Synergy scores: CSS=-0.0600, Synergy_ZIP=-0.723, Synergy_Bliss=-0.701, Synergy_Loewe=-1.07, Synergy_HSA=-2.71.